From a dataset of Reaction yield outcomes from USPTO patents with 853,638 reactions. Predict the reaction yield, written as a fraction of the theoretical maximum amount of product (1.0 means a 100% yield; for example, 0.34 means a 34% yield). (1) The reactants are [CH2:1]([O:3][CH:4]([O:7][CH2:8][CH3:9])[CH2:5][NH2:6])[CH3:2].C(=O)([O-])[O-].[K+].[K+].[CH2:16](Br)[CH2:17][CH:18]([CH3:20])[CH3:19]. The catalyst is C(#N)C. The product is [CH2:1]([O:3][CH:4]([O:7][CH2:8][CH3:9])[CH2:5][NH:6][CH2:16][CH2:17][CH:18]([CH3:20])[CH3:19])[CH3:2]. The yield is 0.770. (2) The product is [K+:22].[C:11]([C:9]1[N:10]=[C:6]([C:4]([O-:5])=[O:3])[N:7]([CH2:13][O:14][CH2:15][CH2:16][Si:17]([CH3:18])([CH3:19])[CH3:20])[CH:8]=1)#[N:12]. The reactants are C([O:3][C:4]([C:6]1[N:7]([CH2:13][O:14][CH2:15][CH2:16][Si:17]([CH3:20])([CH3:19])[CH3:18])[CH:8]=[C:9]([C:11]#[N:12])[N:10]=1)=[O:5])C.[OH-].[K+:22]. The yield is 1.00. The catalyst is C(O)C.